Dataset: Forward reaction prediction with 1.9M reactions from USPTO patents (1976-2016). Task: Predict the product of the given reaction. (1) Given the reactants [F:1][C:2]1[CH:10]=[CH:9][C:5]([C:6]([NH2:8])=[S:7])=[CH:4][CH:3]=1.[CH2:11]([O:13][C:14](=[O:20])[CH:15](Cl)[C:16](=O)[CH3:17])[CH3:12], predict the reaction product. The product is: [CH2:11]([O:13][C:14]([C:15]1[S:7][C:6]([C:5]2[CH:9]=[CH:10][C:2]([F:1])=[CH:3][CH:4]=2)=[N:8][C:16]=1[CH3:17])=[O:20])[CH3:12]. (2) Given the reactants [Cl:1][C:2]1[CH:7]=[CH:6][C:5]([C:8]2[C:14]3[CH:15]=[C:16]([O:19][CH3:20])[CH:17]=[CH:18][C:13]=3[N:12]3[C:21]([CH3:24])=[N:22][N:23]=[C:11]3[C@H:10]([CH2:25][C:26]([OH:28])=O)[N:9]=2)=[CH:4][CH:3]=1.CCN=C=NCCCN(C)C.C1C=CC2N(O)N=NC=2C=1.[NH2:50][CH2:51][CH2:52][O:53][CH2:54][CH2:55][O:56][CH2:57][CH2:58][O:59][CH2:60][CH2:61][O:62][CH2:63][CH2:64][O:65][CH2:66][CH2:67][O:68][CH2:69][CH2:70][O:71][CH2:72][CH2:73][NH:74][C:75](=[O:81])[O:76][C:77]([CH3:80])([CH3:79])[CH3:78], predict the reaction product. The product is: [Cl:1][C:2]1[CH:7]=[CH:6][C:5]([C:8]2[C:14]3[CH:15]=[C:16]([O:19][CH3:20])[CH:17]=[CH:18][C:13]=3[N:12]3[C:21]([CH3:24])=[N:22][N:23]=[C:11]3[C@H:10]([CH2:25][C:26](=[O:28])[NH:50][CH2:51][CH2:52][O:53][CH2:54][CH2:55][O:56][CH2:57][CH2:58][O:59][CH2:60][CH2:61][O:62][CH2:63][CH2:64][O:65][CH2:66][CH2:67][O:68][CH2:69][CH2:70][O:71][CH2:72][CH2:73][NH:74][C:75](=[O:81])[O:76][C:77]([CH3:79])([CH3:78])[CH3:80])[N:9]=2)=[CH:4][CH:3]=1. (3) Given the reactants [H-].[Na+].[C:3]1([CH:10]=[CH:9][C:7]([OH:8])=[CH:6][CH:5]=1)[OH:4].[CH3:11][O:12][CH2:13]Cl.Cl, predict the reaction product. The product is: [CH3:11][O:12][CH2:13][O:4][C:3]1[CH:10]=[CH:9][C:7]([OH:8])=[CH:6][CH:5]=1. (4) Given the reactants [NH2:1][C:2]1[CH:12]=[CH:11][C:5]([C:6]([O:8][CH2:9][CH3:10])=[O:7])=[CH:4][C:3]=1[O:13][CH3:14].C([O-])([O-])=O.[K+].[K+].[CH2:21](Br)[CH3:22].[CH3:24][C:25]#N, predict the reaction product. The product is: [CH2:24]([N:1]([CH2:21][CH3:22])[C:2]1[CH:12]=[CH:11][C:5]([C:6]([O:8][CH2:9][CH3:10])=[O:7])=[CH:4][C:3]=1[O:13][CH3:14])[CH3:25]. (5) Given the reactants [CH2:1]([O:4][C:5]1[CH:6]=[CH:7][C:8]([N+:13]([O-:15])=[O:14])=[C:9]([CH:12]=1)[CH2:10][OH:11])[CH:2]=[CH2:3].ClC1C=C(C=CC=1)C(OO)=[O:21], predict the reaction product. The product is: [CH2:1]([O:4][C:5]1[CH:6]=[CH:7][C:8]([N+:13]([O-:15])=[O:14])=[C:9]([CH:12]=1)[CH2:10][OH:11])[CH:2]1[O:21][CH2:3]1. (6) Given the reactants [C:1]([NH:12][C:13]1[CH:18]=[CH:17][C:16]([S:19](Cl)(=[O:21])=[O:20])=[CH:15][CH:14]=1)(=[O:11])[CH2:2][CH2:3][CH2:4][CH2:5][CH2:6][CH2:7][CH2:8][CH2:9][CH3:10].[NH2:23][C:24]1[S:25][C:26]([CH2:29][OH:30])=[N:27][N:28]=1.Cl, predict the reaction product. The product is: [OH:30][CH2:29][C:26]1[S:25][C:24]([NH:23][S:19]([C:16]2[CH:17]=[CH:18][C:13]([NH:12][C:1](=[O:11])[CH2:2][CH2:3][CH2:4][CH2:5][CH2:6][CH2:7][CH2:8][CH2:9][CH3:10])=[CH:14][CH:15]=2)(=[O:21])=[O:20])=[N:28][N:27]=1. (7) Given the reactants [Br:1][C:2]1[C:14]([CH3:15])=[CH:13][C:5]([O:6][CH:7]2[CH2:12][CH2:11]S[CH2:9][CH2:8]2)=[CH:4][C:3]=1[CH3:16].O[O:18][S:19]([O-:21])=O.[K+], predict the reaction product. The product is: [Br:1][C:2]1[C:3]([CH3:16])=[CH:4][C:5]([O:6][CH:7]2[CH2:12][CH2:11][S:19](=[O:21])(=[O:18])[CH2:9][CH2:8]2)=[CH:13][C:14]=1[CH3:15]. (8) Given the reactants [CH3:1][CH:2]1[CH2:7][CH2:6][NH:5][CH2:4][CH2:3]1.Br[CH2:9][CH2:10][OH:11].C(N(CC)CC)C, predict the reaction product. The product is: [CH3:1][CH:2]1[CH2:7][CH2:6][N:5]([CH2:9][CH2:10][OH:11])[CH2:4][CH2:3]1. (9) Given the reactants C(=O)([O-])[O-].[K+].[K+].[Cl:7][C:8]1[C:16]([Cl:17])=[C:15]2[C:11]([CH2:12][C:13]([CH:20]3[CH2:24][CH2:23][CH2:22][CH2:21]3)([CH3:19])[C:14]2=[O:18])=[CH:10][C:9]=1[OH:25].Br.Br[CH2:28][C:29]1[CH:30]=[N:31][CH:32]=[CH:33][CH:34]=1, predict the reaction product. The product is: [Cl:7][C:8]1[C:16]([Cl:17])=[C:15]2[C:11]([CH2:12][C:13]([CH:20]3[CH2:24][CH2:23][CH2:22][CH2:21]3)([CH3:19])[C:14]2=[O:18])=[CH:10][C:9]=1[O:25][CH2:28][C:29]1[CH:30]=[N:31][CH:32]=[CH:33][CH:34]=1.